From a dataset of NCI-60 drug combinations with 297,098 pairs across 59 cell lines. Regression. Given two drug SMILES strings and cell line genomic features, predict the synergy score measuring deviation from expected non-interaction effect. (1) Drug 1: C1CC(C1)(C(=O)O)C(=O)O.[NH2-].[NH2-].[Pt+2]. Drug 2: C1CN1C2=NC(=NC(=N2)N3CC3)N4CC4. Cell line: UACC62. Synergy scores: CSS=37.7, Synergy_ZIP=-2.53, Synergy_Bliss=0.732, Synergy_Loewe=-5.27, Synergy_HSA=2.89. (2) Synergy scores: CSS=29.5, Synergy_ZIP=1.03, Synergy_Bliss=-0.884, Synergy_Loewe=-6.19, Synergy_HSA=-0.457. Cell line: NCI-H322M. Drug 2: CCC1=CC2CC(C3=C(CN(C2)C1)C4=CC=CC=C4N3)(C5=C(C=C6C(=C5)C78CCN9C7C(C=CC9)(C(C(C8N6C)(C(=O)OC)O)OC(=O)C)CC)OC)C(=O)OC.C(C(C(=O)O)O)(C(=O)O)O. Drug 1: CC1C(C(CC(O1)OC2CC(CC3=C2C(=C4C(=C3O)C(=O)C5=C(C4=O)C(=CC=C5)OC)O)(C(=O)CO)O)N)O.Cl. (3) Drug 1: CCCCCOC(=O)NC1=NC(=O)N(C=C1F)C2C(C(C(O2)C)O)O. Drug 2: C(CCl)NC(=O)N(CCCl)N=O. Cell line: OVCAR-4. Synergy scores: CSS=-0.795, Synergy_ZIP=3.39, Synergy_Bliss=3.19, Synergy_Loewe=-0.930, Synergy_HSA=-2.77. (4) Drug 1: C1CN1P(=S)(N2CC2)N3CC3. Drug 2: C(=O)(N)NO. Cell line: U251. Synergy scores: CSS=25.2, Synergy_ZIP=0.627, Synergy_Bliss=4.67, Synergy_Loewe=-8.29, Synergy_HSA=0.192. (5) Drug 1: CC1OCC2C(O1)C(C(C(O2)OC3C4COC(=O)C4C(C5=CC6=C(C=C35)OCO6)C7=CC(=C(C(=C7)OC)O)OC)O)O. Drug 2: C1CN1P(=S)(N2CC2)N3CC3. Cell line: HOP-92. Synergy scores: CSS=33.0, Synergy_ZIP=-6.45, Synergy_Bliss=-5.12, Synergy_Loewe=-2.84, Synergy_HSA=-1.11.